This data is from Reaction yield outcomes from USPTO patents with 853,638 reactions. The task is: Predict the reaction yield, written as a fraction of the theoretical maximum amount of product (1.0 means a 100% yield; for example, 0.34 means a 34% yield). (1) The yield is 0.396. The product is [Br:16][C:17]1[CH:18]=[CH:19][C:20]([C:23]2[N:6]([CH2:7][C:8]3[C:9]([CH3:15])=[N:10][C:11]([CH3:14])=[CH:12][CH:13]=3)[C:4](=[O:5])[C:3]([C:1]#[N:2])=[C:25]([C:26]([F:27])([F:28])[F:29])[CH:24]=2)=[CH:21][CH:22]=1. The catalyst is C1C=CC=CC=1. The reactants are [C:1]([CH2:3][C:4]([NH:6][CH2:7][C:8]1[C:9]([CH3:15])=[N:10][C:11]([CH3:14])=[CH:12][CH:13]=1)=[O:5])#[N:2].[Br:16][C:17]1[CH:22]=[CH:21][C:20]([C:23](=O)[CH2:24][C:25](=O)[C:26]([F:29])([F:28])[F:27])=[CH:19][CH:18]=1.N12CCCN=C1CCCCC2. (2) The reactants are [CH3:1][C@H:2]1[CH2:7][CH2:6][CH2:5][N:4]([C:8]([O:10][C:11]([CH3:14])([CH3:13])[CH3:12])=[O:9])[CH2:3]1.CN(CCN(C)C)C.[Li]C(CC)C.CN([CH:31]=[O:32])C. The catalyst is CCOCC. The product is [CH:31]([C@@H:5]1[CH2:6][CH2:7][C@H:2]([CH3:1])[CH2:3][N:4]1[C:8]([O:10][C:11]([CH3:13])([CH3:12])[CH3:14])=[O:9])=[O:32]. The yield is 0.530.